From a dataset of NCI-60 drug combinations with 297,098 pairs across 59 cell lines. Regression. Given two drug SMILES strings and cell line genomic features, predict the synergy score measuring deviation from expected non-interaction effect. (1) Drug 1: C1=CC(=CC=C1CCCC(=O)O)N(CCCl)CCCl. Drug 2: C1=NC2=C(N=C(N=C2N1C3C(C(C(O3)CO)O)O)F)N. Cell line: A549. Synergy scores: CSS=18.6, Synergy_ZIP=-0.752, Synergy_Bliss=-5.49, Synergy_Loewe=-8.78, Synergy_HSA=-5.86. (2) Drug 1: C1=NC2=C(N1)C(=S)N=C(N2)N. Drug 2: CCN(CC)CCCC(C)NC1=C2C=C(C=CC2=NC3=C1C=CC(=C3)Cl)OC. Cell line: UO-31. Synergy scores: CSS=30.3, Synergy_ZIP=1.19, Synergy_Bliss=2.38, Synergy_Loewe=-5.61, Synergy_HSA=2.84. (3) Drug 1: CC1=CC=C(C=C1)C2=CC(=NN2C3=CC=C(C=C3)S(=O)(=O)N)C(F)(F)F. Drug 2: C1=NC2=C(N1)C(=S)N=CN2. Cell line: NCI-H322M. Synergy scores: CSS=42.7, Synergy_ZIP=-4.46, Synergy_Bliss=-1.68, Synergy_Loewe=-16.7, Synergy_HSA=0.491. (4) Drug 1: CCC1(C2=C(COC1=O)C(=O)N3CC4=CC5=C(C=CC(=C5CN(C)C)O)N=C4C3=C2)O.Cl. Drug 2: CC1CCCC2(C(O2)CC(NC(=O)CC(C(C(=O)C(C1O)C)(C)C)O)C(=CC3=CSC(=N3)C)C)C. Cell line: SK-OV-3. Synergy scores: CSS=40.5, Synergy_ZIP=-4.57, Synergy_Bliss=-3.18, Synergy_Loewe=-9.30, Synergy_HSA=-0.986.